This data is from Catalyst prediction with 721,799 reactions and 888 catalyst types from USPTO. The task is: Predict which catalyst facilitates the given reaction. Reactant: [CH2:1]([O:8][C:9]1[C:14](=[O:15])[N:13]2[CH2:16][C:17](=[O:20])[N:18]([CH3:19])[C:12]2=[N:11][C:10]=1[C:21]([O:23]CC)=[O:22])[C:2]1[CH:7]=[CH:6][CH:5]=[CH:4][CH:3]=1.[OH-].[Na+].Cl.C(OCC)(=O)C. The catalyst class is: 199. Product: [CH2:1]([O:8][C:9]1[C:14](=[O:15])[N:13]2[CH2:16][C:17](=[O:20])[N:18]([CH3:19])[C:12]2=[N:11][C:10]=1[C:21]([OH:23])=[O:22])[C:2]1[CH:3]=[CH:4][CH:5]=[CH:6][CH:7]=1.